From a dataset of Reaction yield outcomes from USPTO patents with 853,638 reactions. Predict the reaction yield, written as a fraction of the theoretical maximum amount of product (1.0 means a 100% yield; for example, 0.34 means a 34% yield). The reactants are [CH2:1]=[C:2]([C:10]([O:13]S(F)(=O)=O)([F:12])[F:11])[C:3]([C:6]([F:9])([F:8])[F:7])([F:5])[F:4].[F-:18].[K+].[F:20][C:21]([F:29])([F:28])[C:22]([C:24]([F:27])([F:26])[F:25])=O.COCCOCCOC. The catalyst is O. The product is [CH2:1]=[C:2]([C:10]([O:13][C:22]([C:24]([F:27])([F:26])[F:25])([C:21]([F:29])([F:28])[F:20])[F:18])([F:12])[F:11])[C:3]([C:6]([F:9])([F:8])[F:7])([F:5])[F:4]. The yield is 0.620.